From a dataset of Reaction yield outcomes from USPTO patents with 853,638 reactions. Predict the reaction yield, written as a fraction of the theoretical maximum amount of product (1.0 means a 100% yield; for example, 0.34 means a 34% yield). (1) The reactants are [O:1]=[CH:2][C:3]1[CH:11]=[CH:10][C:7]([O:8][CH3:9])=[C:5]([OH:6])[CH:4]=1.C[C:13]1[CH:18]=[CH:17][C:16](S(OCCC#CCC)(=O)=O)=[CH:15][CH:14]=1. No catalyst specified. The product is [CH2:17]([O:6][C:5]1[CH:4]=[C:3]([CH:11]=[CH:10][C:7]=1[O:8][CH3:9])[CH:2]=[O:1])[CH2:18][C:13]#[C:14][CH2:15][CH3:16]. The yield is 0.500. (2) The product is [CH3:1][C:2]1[CH:11]=[C:10]([CH3:12])[CH:9]=[C:8]2[C:3]=1[CH2:4][CH2:5][CH2:6][CH:7]2[NH2:13]. The reactants are [CH3:1][C:2]1[CH:11]=[C:10]([CH3:12])[CH:9]=[C:8]2[C:3]=1[CH2:4][CH2:5][CH2:6][C:7]2=[N:13]O. The catalyst is N.[Ni]. The yield is 0.930.